Dataset: Catalyst prediction with 721,799 reactions and 888 catalyst types from USPTO. Task: Predict which catalyst facilitates the given reaction. Reactant: [Mg].Br[C:3]1[CH:8]=[CH:7][CH:6]=[C:5]([C:9]([F:12])([F:11])[F:10])[CH:4]=1.[NH2:13][C:14]1[CH:21]=[CH:20][CH:19]=[CH:18][C:15]=1[C:16]#N.Cl.[OH-:23].[Na+]. Product: [NH2:13][C:14]1[CH:21]=[CH:20][CH:19]=[CH:18][C:15]=1[C:16]([C:3]1[CH:8]=[CH:7][CH:6]=[C:5]([C:9]([F:12])([F:11])[F:10])[CH:4]=1)=[O:23]. The catalyst class is: 27.